This data is from Catalyst prediction with 721,799 reactions and 888 catalyst types from USPTO. The task is: Predict which catalyst facilitates the given reaction. Reactant: NCCCCN([CH2:17][C:18]1[C:23]2[N:24]([CH2:31][C:32]([N:34]3[CH2:39][CH2:38][O:37][CH2:36][CH2:35]3)=[O:33])[C:25]3[C:30]([C:22]=2[CH:21]=[CH:20][N:19]=1)=[CH:29][CH:28]=[CH:27][CH:26]=3)[C@@H]1C2N=CC=CC=2CCC1.FC(F)(F)C(O)=[O:43].[OH-].[Na+].O. Product: [O:37]1[CH2:38][CH2:39][N:34]([C:32](=[O:33])[CH2:31][N:24]2[C:25]3[C:30](=[CH:29][CH:28]=[CH:27][CH:26]=3)[C:22]3[CH:21]=[CH:20][N:19]=[C:18]([CH:17]=[O:43])[C:23]2=3)[CH2:35][CH2:36]1. The catalyst class is: 4.